From a dataset of NCI-60 drug combinations with 297,098 pairs across 59 cell lines. Regression. Given two drug SMILES strings and cell line genomic features, predict the synergy score measuring deviation from expected non-interaction effect. (1) Cell line: K-562. Drug 1: CC(CN1CC(=O)NC(=O)C1)N2CC(=O)NC(=O)C2. Synergy scores: CSS=25.2, Synergy_ZIP=-7.69, Synergy_Bliss=1.38, Synergy_Loewe=2.66, Synergy_HSA=2.70. Drug 2: CC1=CC=C(C=C1)C2=CC(=NN2C3=CC=C(C=C3)S(=O)(=O)N)C(F)(F)F. (2) Drug 1: C1CC(=O)NC(=O)C1N2CC3=C(C2=O)C=CC=C3N. Drug 2: C1=NC(=NC(=O)N1C2C(C(C(O2)CO)O)O)N. Cell line: SW-620. Synergy scores: CSS=16.8, Synergy_ZIP=-3.34, Synergy_Bliss=5.35, Synergy_Loewe=1.50, Synergy_HSA=6.87. (3) Drug 1: C1=CC=C(C=C1)NC(=O)CCCCCCC(=O)NO. Drug 2: C(CC(=O)O)C(=O)CN.Cl. Cell line: SK-MEL-28. Synergy scores: CSS=27.3, Synergy_ZIP=-7.99, Synergy_Bliss=-4.83, Synergy_Loewe=-10.5, Synergy_HSA=-1.84. (4) Drug 1: CN1C2=C(C=C(C=C2)N(CCCl)CCCl)N=C1CCCC(=O)O.Cl. Drug 2: C#CCC(CC1=CN=C2C(=N1)C(=NC(=N2)N)N)C3=CC=C(C=C3)C(=O)NC(CCC(=O)O)C(=O)O. Cell line: KM12. Synergy scores: CSS=-0.803, Synergy_ZIP=1.44, Synergy_Bliss=2.29, Synergy_Loewe=-0.717, Synergy_HSA=-0.324. (5) Drug 1: CCC1=C2CN3C(=CC4=C(C3=O)COC(=O)C4(CC)O)C2=NC5=C1C=C(C=C5)O. Drug 2: CN(C(=O)NC(C=O)C(C(C(CO)O)O)O)N=O. Cell line: KM12. Synergy scores: CSS=28.9, Synergy_ZIP=-8.90, Synergy_Bliss=-2.76, Synergy_Loewe=-69.5, Synergy_HSA=-3.11. (6) Drug 1: CCC1(CC2CC(C3=C(CCN(C2)C1)C4=CC=CC=C4N3)(C5=C(C=C6C(=C5)C78CCN9C7C(C=CC9)(C(C(C8N6C)(C(=O)OC)O)OC(=O)C)CC)OC)C(=O)OC)O.OS(=O)(=O)O. Drug 2: CC(C)CN1C=NC2=C1C3=CC=CC=C3N=C2N. Cell line: DU-145. Synergy scores: CSS=0.199, Synergy_ZIP=-0.878, Synergy_Bliss=-4.11, Synergy_Loewe=0.461, Synergy_HSA=-4.68. (7) Drug 1: CCCS(=O)(=O)NC1=C(C(=C(C=C1)F)C(=O)C2=CNC3=C2C=C(C=N3)C4=CC=C(C=C4)Cl)F. Drug 2: CC1OCC2C(O1)C(C(C(O2)OC3C4COC(=O)C4C(C5=CC6=C(C=C35)OCO6)C7=CC(=C(C(=C7)OC)O)OC)O)O. Cell line: ACHN. Synergy scores: CSS=58.2, Synergy_ZIP=-0.463, Synergy_Bliss=1.18, Synergy_Loewe=-8.36, Synergy_HSA=2.59. (8) Drug 1: C1CCC(CC1)NC(=O)N(CCCl)N=O. Drug 2: C1=CN(C=N1)CC(O)(P(=O)(O)O)P(=O)(O)O. Cell line: SN12C. Synergy scores: CSS=0.325, Synergy_ZIP=-4.24, Synergy_Bliss=-9.17, Synergy_Loewe=-10.4, Synergy_HSA=-9.90. (9) Drug 1: COCCOC1=C(C=C2C(=C1)C(=NC=N2)NC3=CC=CC(=C3)C#C)OCCOC.Cl. Drug 2: CC1C(C(CC(O1)OC2CC(CC3=C2C(=C4C(=C3O)C(=O)C5=CC=CC=C5C4=O)O)(C(=O)C)O)N)O. Cell line: M14. Synergy scores: CSS=44.5, Synergy_ZIP=-3.87, Synergy_Bliss=1.49, Synergy_Loewe=-20.4, Synergy_HSA=3.49.